Dataset: Acute oral toxicity (LD50) regression data from Zhu et al.. Task: Regression/Classification. Given a drug SMILES string, predict its toxicity properties. Task type varies by dataset: regression for continuous values (e.g., LD50, hERG inhibition percentage) or binary classification for toxic/non-toxic outcomes (e.g., AMES mutagenicity, cardiotoxicity, hepatotoxicity). Dataset: ld50_zhu. (1) The molecule is CCC(C)OC(CBr)c1cccc(Cl)c1. The rat oral LD50 is 3.07, given as -log10 of the dose in mol/kg body weight (higher means more acutely toxic). (2) The molecule is CCOC(=O)c1cnc2n(c1=O)C(C)CCC2. The rat oral LD50 is 2.03, given as -log10 of the dose in mol/kg body weight (higher means more acutely toxic). (3) The molecule is CCCC#N. The rat oral LD50 is 3.14, given as -log10 of the dose in mol/kg body weight (higher means more acutely toxic). (4) The compound is C=CC#N. The rat oral LD50 is 2.83, given as -log10 of the dose in mol/kg body weight (higher means more acutely toxic). (5) The molecule is COc1cc(C(Cl)(Cl)Cl)cc(Cl)n1. The rat oral LD50 is 2.24, given as -log10 of the dose in mol/kg body weight (higher means more acutely toxic).